This data is from Forward reaction prediction with 1.9M reactions from USPTO patents (1976-2016). The task is: Predict the product of the given reaction. (1) Given the reactants [Cl:1][C:2]1[N:10]=[C:9]([Cl:11])[C:8]([F:12])=[CH:7][C:3]=1[C:4](O)=[O:5].B.C1COCC1.C([O-])([O-])=O.[K+].[K+], predict the reaction product. The product is: [Cl:1][C:2]1[C:3]([CH2:4][OH:5])=[CH:7][C:8]([F:12])=[C:9]([Cl:11])[N:10]=1. (2) Given the reactants [C:1]([O:5][CH2:6]Cl)(=[O:4])[CH2:2][CH3:3].C(Cl)Cl.C(N(C(C)C)CC)(C)C.[C:20]([OH:23])(=[S:22])[CH3:21], predict the reaction product. The product is: [C:20]([S:22][CH2:6][O:5][C:1](=[O:4])[CH2:2][CH3:3])(=[O:23])[CH3:21]. (3) Given the reactants [C:1]([O:5][C:6]([N:8]([CH3:38])[C@H:9]([C:11]([NH:13][C@@H:14]([CH:32]1[CH2:37][CH2:36][CH2:35][CH2:34][CH2:33]1)[C:15]([N:17]1[C@H:22]([C:23]([O:25]C)=O)[CH2:21][N:20]2[CH2:27][C:28]([F:31])([F:30])[CH2:29][C@@H:19]2[CH2:18]1)=[O:16])=[O:12])[CH3:10])=[O:7])([CH3:4])([CH3:3])[CH3:2].O.O.[OH-].[Li+].Cl.[O:44]1[CH2:48][CH2:47][CH2:46][CH2:45]1, predict the reaction product. The product is: [C:1]([O:5][C:6](=[O:7])[N:8]([C@@H:9]([CH3:10])[C:11]([NH:13][C@@H:14]([CH:32]1[CH2:37][CH2:36][CH2:35][CH2:34][CH2:33]1)[C:15]([N:17]1[C@H:22]([C:23](=[O:25])[NH:13][C@H:14]2[C:32]3[C:46](=[CH:45][CH:35]=[CH:34][CH:33]=3)[CH2:47][C@@H:48]2[OH:44])[CH2:21][N:20]2[CH2:27][C:28]([F:31])([F:30])[CH2:29][C@@H:19]2[CH2:18]1)=[O:16])=[O:12])[CH3:38])([CH3:3])([CH3:4])[CH3:2]. (4) Given the reactants [Si:1]([O:18][CH2:19][C:20]1[C:21](=[O:36])[N:22]([C:26]2[CH:31]=[CH:30][C:29]([N+:32]([O-])=O)=[CH:28][C:27]=2[Cl:35])[CH:23]=[CH:24][CH:25]=1)([C:14]([CH3:17])([CH3:16])[CH3:15])([C:8]1[CH:13]=[CH:12][CH:11]=[CH:10][CH:9]=1)[C:2]1[CH:7]=[CH:6][CH:5]=[CH:4][CH:3]=1.[H][H], predict the reaction product. The product is: [NH2:32][C:29]1[CH:30]=[CH:31][C:26]([N:22]2[CH:23]=[CH:24][CH:25]=[C:20]([CH2:19][O:18][Si:1]([C:14]([CH3:15])([CH3:17])[CH3:16])([C:2]3[CH:3]=[CH:4][CH:5]=[CH:6][CH:7]=3)[C:8]3[CH:13]=[CH:12][CH:11]=[CH:10][CH:9]=3)[C:21]2=[O:36])=[C:27]([Cl:35])[CH:28]=1. (5) Given the reactants [Li]C(CC)C.CCCCCC.C1CCCCC1.[CH3:18][O:19][C:20]1[CH:29]=[CH:28][C:27]2[C:22](=[CH:23][CH:24]=[CH:25][CH:26]=2)[CH:21]=1.[Si:30](Cl)([C:43]1[CH:48]=[CH:47][CH:46]=[CH:45][CH:44]=1)([C:37]1[CH:42]=[CH:41][CH:40]=[CH:39][CH:38]=1)[C:31]1[CH:36]=[CH:35][CH:34]=[CH:33][CH:32]=1.CN(C)P(N(C)C)(N(C)C)=O, predict the reaction product. The product is: [CH3:18][O:19][C:20]1[C:29]([Si:30]([C:37]2[CH:38]=[CH:39][CH:40]=[CH:41][CH:42]=2)([C:43]2[CH:48]=[CH:47][CH:46]=[CH:45][CH:44]=2)[C:31]2[CH:32]=[CH:33][CH:34]=[CH:35][CH:36]=2)=[CH:28][C:27]2[C:22]([CH:21]=1)=[CH:23][CH:24]=[CH:25][CH:26]=2.